Dataset: Cav3 T-type calcium channel HTS with 100,875 compounds. Task: Binary Classification. Given a drug SMILES string, predict its activity (active/inactive) in a high-throughput screening assay against a specified biological target. (1) The drug is S(=O)(=O)(NCCC(=O)NC=1SCCN1)c1ccc(OCC)cc1. The result is 0 (inactive). (2) The molecule is Clc1ccc(OCCCC(=O)Nc2ccc(S(=O)(=O)Nc3noc(c3)C)cc2)cc1. The result is 0 (inactive). (3) The molecule is s1c(/C=C(\C(=O)Nc2c(cc(cc2)C)C)C#N)ccc1. The result is 0 (inactive). (4) The drug is S(=O)(=O)(N1CCOCC1)c1ccc(C(OCC(=O)N2C(CCCC2)CC)=O)cc1. The result is 0 (inactive). (5) The molecule is o1c2c(NC(c3ccccc3)C)nc(nc2c2c1cccc2)C. The result is 0 (inactive). (6) The molecule is O1C2(OCC1)CCN(CC2)c1ncnc2n(ncc12)c1c(cc(cc1)C)C. The result is 0 (inactive). (7) The drug is O=C(N1c2c(CCc3c1cccc3)cccc2)C(n1nc(nn1)c1ccc(cc1)C)C. The result is 1 (active).